Task: Regression. Given two drug SMILES strings and cell line genomic features, predict the synergy score measuring deviation from expected non-interaction effect.. Dataset: NCI-60 drug combinations with 297,098 pairs across 59 cell lines Drug 1: CCN(CC)CCCC(C)NC1=C2C=C(C=CC2=NC3=C1C=CC(=C3)Cl)OC. Drug 2: C1CN(CCN1C(=O)CCBr)C(=O)CCBr. Cell line: RPMI-8226. Synergy scores: CSS=41.2, Synergy_ZIP=-6.34, Synergy_Bliss=-2.28, Synergy_Loewe=-22.3, Synergy_HSA=2.52.